This data is from NCI-60 drug combinations with 297,098 pairs across 59 cell lines. The task is: Regression. Given two drug SMILES strings and cell line genomic features, predict the synergy score measuring deviation from expected non-interaction effect. (1) Drug 1: C1=NC2=C(N1)C(=S)N=CN2. Drug 2: CCN(CC)CCCC(C)NC1=C2C=C(C=CC2=NC3=C1C=CC(=C3)Cl)OC. Cell line: KM12. Synergy scores: CSS=46.2, Synergy_ZIP=-9.20, Synergy_Bliss=-2.94, Synergy_Loewe=-4.22, Synergy_HSA=0.517. (2) Drug 1: CCCS(=O)(=O)NC1=C(C(=C(C=C1)F)C(=O)C2=CNC3=C2C=C(C=N3)C4=CC=C(C=C4)Cl)F. Drug 2: CC1OCC2C(O1)C(C(C(O2)OC3C4COC(=O)C4C(C5=CC6=C(C=C35)OCO6)C7=CC(=C(C(=C7)OC)O)OC)O)O. Cell line: HL-60(TB). Synergy scores: CSS=54.8, Synergy_ZIP=9.03, Synergy_Bliss=7.61, Synergy_Loewe=-12.3, Synergy_HSA=2.90. (3) Drug 1: C1CN1P(=S)(N2CC2)N3CC3. Drug 2: CC1=C(N=C(N=C1N)C(CC(=O)N)NCC(C(=O)N)N)C(=O)NC(C(C2=CN=CN2)OC3C(C(C(C(O3)CO)O)O)OC4C(C(C(C(O4)CO)O)OC(=O)N)O)C(=O)NC(C)C(C(C)C(=O)NC(C(C)O)C(=O)NCCC5=NC(=CS5)C6=NC(=CS6)C(=O)NCCC[S+](C)C)O. Cell line: UACC62. Synergy scores: CSS=32.2, Synergy_ZIP=-12.8, Synergy_Bliss=-6.89, Synergy_Loewe=-1.72, Synergy_HSA=-1.54. (4) Cell line: HOP-92. Drug 1: COC1=CC(=CC(=C1O)OC)C2C3C(COC3=O)C(C4=CC5=C(C=C24)OCO5)OC6C(C(C7C(O6)COC(O7)C8=CC=CS8)O)O. Drug 2: C1CC(=O)NC(=O)C1N2C(=O)C3=CC=CC=C3C2=O. Synergy scores: CSS=42.7, Synergy_ZIP=3.70, Synergy_Bliss=5.25, Synergy_Loewe=-37.5, Synergy_HSA=4.48. (5) Drug 1: C1CCC(C1)C(CC#N)N2C=C(C=N2)C3=C4C=CNC4=NC=N3. Drug 2: CC1=CC2C(CCC3(C2CCC3(C(=O)C)OC(=O)C)C)C4(C1=CC(=O)CC4)C. Cell line: BT-549. Synergy scores: CSS=-5.95, Synergy_ZIP=2.04, Synergy_Bliss=1.63, Synergy_Loewe=-2.78, Synergy_HSA=-1.93. (6) Drug 2: CC1=CC=C(C=C1)C2=CC(=NN2C3=CC=C(C=C3)S(=O)(=O)N)C(F)(F)F. Drug 1: CC1=CC2C(CCC3(C2CCC3(C(=O)C)OC(=O)C)C)C4(C1=CC(=O)CC4)C. Cell line: EKVX. Synergy scores: CSS=10.9, Synergy_ZIP=-3.77, Synergy_Bliss=-0.935, Synergy_Loewe=0.293, Synergy_HSA=1.60. (7) Drug 1: CN(C)N=NC1=C(NC=N1)C(=O)N. Drug 2: CCC1(CC2CC(C3=C(CCN(C2)C1)C4=CC=CC=C4N3)(C5=C(C=C6C(=C5)C78CCN9C7C(C=CC9)(C(C(C8N6C)(C(=O)OC)O)OC(=O)C)CC)OC)C(=O)OC)O.OS(=O)(=O)O. Cell line: NCI/ADR-RES. Synergy scores: CSS=3.10, Synergy_ZIP=-1.31, Synergy_Bliss=-2.18, Synergy_Loewe=-0.177, Synergy_HSA=-2.51.